The task is: Binary Classification. Given a T-cell receptor sequence (or CDR3 region) and an epitope sequence, predict whether binding occurs between them.. This data is from TCR-epitope binding with 47,182 pairs between 192 epitopes and 23,139 TCRs. (1) Result: 0 (the TCR does not bind to the epitope). The epitope is FLNGSCGSV. The TCR CDR3 sequence is CASSPLQGFTWNEQFF. (2) The epitope is LQPFPQPELPYPQPQ. The TCR CDR3 sequence is CASSPQGGGYGYTF. Result: 0 (the TCR does not bind to the epitope). (3) The epitope is IPIQASLPF. The TCR CDR3 sequence is CASSLDRAPSDGYTF. Result: 1 (the TCR binds to the epitope). (4) The epitope is YEGNSPFHPL. The TCR CDR3 sequence is CASSQDLGLLRDTGELFF. Result: 0 (the TCR does not bind to the epitope).